This data is from Catalyst prediction with 721,799 reactions and 888 catalyst types from USPTO. The task is: Predict which catalyst facilitates the given reaction. (1) Reactant: [OH:1][C:2]1[CH:7]=[CH:6][C:5]([CH:8]2[CH2:11][N:10]([C:12]([C:14]3[CH:19]=[C:18]([O:20][CH2:21][CH2:22][O:23]C4CCCCO4)[CH:17]=[CH:16][N:15]=3)=[O:13])[CH2:9]2)=[CH:4][C:3]=1[O:30][CH3:31].Cl.[OH-].[Na+].C([O-])(O)=O.[Na+]. Product: [OH:23][CH2:22][CH2:21][O:20][C:18]1[CH:17]=[CH:16][N:15]=[C:14]([C:12]([N:10]2[CH2:9][CH:8]([C:5]3[CH:6]=[CH:7][C:2]([OH:1])=[C:3]([O:30][CH3:31])[CH:4]=3)[CH2:11]2)=[O:13])[CH:19]=1. The catalyst class is: 7. (2) Reactant: [CH3:1][C:2]1([CH3:26])[C:6]([CH3:8])([CH3:7])[O:5][B:4](C2C=C(NCCNC(=O)OC(C)(C)C)C=CC=2)[O:3]1.Br[C:28]1[CH:29]=[C:30]([NH:34][C:35](=[O:41])[O:36][C:37]([CH3:40])([CH3:39])[CH3:38])[CH:31]=[CH:32][CH:33]=1.B1(B2OC(C)(C)C(C)(C)O2)OC(C)(C)C(C)(C)O1.C1C=CC(P(C2C(C3C(P(C4C=CC=CC=4)C4C=CC=CC=4)=CC=C4C=3C=CC=C4)=C3C(C=CC=C3)=CC=2)C2C=CC=CC=2)=CC=1.C(=O)([O-])[O-].[Cs+].[Cs+]. Product: [CH3:1][C:2]1([CH3:26])[C:6]([CH3:8])([CH3:7])[O:5][B:4]([C:28]2[CH:29]=[C:30]([NH:34][C:35](=[O:41])[O:36][C:37]([CH3:40])([CH3:39])[CH3:38])[CH:31]=[CH:32][CH:33]=2)[O:3]1. The catalyst class is: 584. (3) Reactant: Br[CH2:2][CH2:3][CH2:4][O:5][CH:6]([C:9]1[CH:10]=[N:11][C:12]([CH3:15])=[N:13][CH:14]=1)[C:7]#[N:8].C[Si]([N-][Si](C)(C)C)(C)C.[Li+].[NH4+].[Cl-]. Product: [CH3:15][C:12]1[N:11]=[CH:10][C:9]([C:6]2([C:7]#[N:8])[CH2:2][CH2:3][CH2:4][O:5]2)=[CH:14][N:13]=1. The catalyst class is: 20. (4) Reactant: [H-].[Al+3].[Li+].[H-].[H-].[H-].[CH2:7]([N:14]1[CH2:19][C:18]([CH3:21])([CH3:20])[CH2:17][CH2:16][CH:15]1[C:22]([NH2:24])=O)[C:8]1[CH:13]=[CH:12][CH:11]=[CH:10][CH:9]=1.[OH-].[Na+].S([O-])([O-])(=O)=O.[Na+].[Na+]. Product: [CH2:7]([N:14]1[CH2:19][C:18]([CH3:20])([CH3:21])[CH2:17][CH2:16][CH:15]1[CH2:22][NH2:24])[C:8]1[CH:13]=[CH:12][CH:11]=[CH:10][CH:9]=1. The catalyst class is: 30.